From a dataset of Full USPTO retrosynthesis dataset with 1.9M reactions from patents (1976-2016). Predict the reactants needed to synthesize the given product. Given the product [Br:15][C:3]1[N:4]2[CH:9]=[CH:8][CH:7]=[N:6][C:5]2=[N:1][CH:2]=1, predict the reactants needed to synthesize it. The reactants are: [N:1]1[CH:2]=[CH:3][N:4]2[CH:9]=[CH:8][CH:7]=[N:6][C:5]=12.C([O-])(=O)C.[Na+].[Br-:15].[K+].BrBr.